Dataset: Merck oncology drug combination screen with 23,052 pairs across 39 cell lines. Task: Regression. Given two drug SMILES strings and cell line genomic features, predict the synergy score measuring deviation from expected non-interaction effect. Drug 1: CN1C(=O)C=CC2(C)C3CCC4(C)C(NC(=O)OCC(F)(F)F)CCC4C3CCC12. Drug 2: CNC(=O)c1cc(Oc2ccc(NC(=O)Nc3ccc(Cl)c(C(F)(F)F)c3)cc2)ccn1. Cell line: UWB1289BRCA1. Synergy scores: synergy=9.66.